From a dataset of Forward reaction prediction with 1.9M reactions from USPTO patents (1976-2016). Predict the product of the given reaction. (1) Given the reactants [Cl:1][C:2]1[CH:7]=[CH:6][C:5]([C:8]2[CH:9]=[C:10]([CH2:25][OH:26])[C:11]([CH3:24])=[N:12][C:13]=2[C:14]2[CH:19]=[CH:18][C:17]([C:20]([F:23])([F:22])[F:21])=[CH:16][CH:15]=2)=[CH:4][CH:3]=1.[H-].[Na+].[CH2:29]([O:31][C:32](=[O:37])[C:33](Br)([CH3:35])[CH3:34])[CH3:30], predict the reaction product. The product is: [CH2:29]([O:31][C:32](=[O:37])[C:33]([O:26][CH2:25][C:10]1[C:11]([CH3:24])=[N:12][C:13]([C:14]2[CH:15]=[CH:16][C:17]([C:20]([F:21])([F:22])[F:23])=[CH:18][CH:19]=2)=[C:8]([C:5]2[CH:4]=[CH:3][C:2]([Cl:1])=[CH:7][CH:6]=2)[CH:9]=1)([CH3:35])[CH3:34])[CH3:30]. (2) Given the reactants Cl.C(N=C=NCCCN(C)C)C.[Cl:13][C:14]1[CH:15]=[N+:16]([O-:39])[CH:17]=[C:18]([Cl:38])[C:19]=1[CH2:20][C@@H:21]([C:23]1[CH:28]=[CH:27][C:26]([O:29][CH:30]([F:32])[F:31])=[C:25]([O:33][CH2:34][CH:35]2[CH2:37][CH2:36]2)[CH:24]=1)[OH:22].[O:40]=[C:41]1[C:50](=[O:51])[NH:49][C:48]2[C:43](=[CH:44][CH:45]=[CH:46][CH:47]=2)[N:42]1[CH2:52][C:53](O)=[O:54], predict the reaction product. The product is: [Cl:13][C:14]1[CH:15]=[N+:16]([O-:39])[CH:17]=[C:18]([Cl:38])[C:19]=1[CH2:20][C@@H:21]([C:23]1[CH:28]=[CH:27][C:26]([O:29][CH:30]([F:32])[F:31])=[C:25]([O:33][CH2:34][CH:35]2[CH2:37][CH2:36]2)[CH:24]=1)[O:22][C:53](=[O:54])[CH2:52][N:42]1[C:43]2[C:48](=[CH:47][CH:46]=[CH:45][CH:44]=2)[NH:49][C:50](=[O:51])[C:41]1=[O:40].